From a dataset of M1 muscarinic receptor antagonist screen with 61,756 compounds. Binary Classification. Given a drug SMILES string, predict its activity (active/inactive) in a high-throughput screening assay against a specified biological target. (1) The drug is O=C1N(C(\C(C1=O)=C(/O)c1ccccc1)c1c(OC)ccc(OC)c1)CCCN(CC)CC. The result is 0 (inactive). (2) The drug is o1c2c(c(c3ccc(OC)cc3)cc1=O)ccc(OCc1n[nH]nn1)c2C. The result is 0 (inactive). (3) The result is 0 (inactive). The drug is O(c1c(Nc2ncccc2C(O)=O)cccc1)C. (4) The drug is n1(c2c(ncnc2N)c(c1C)C#N)c1ccccc1. The result is 0 (inactive). (5) The compound is S(=O)(=O)(Nc1ccc(cc1)C(=O)Nc1c(cccc1)C(OCC)=O)C. The result is 0 (inactive). (6) The drug is S(CC(=O)N1CCCCC1)c1c2c(n(CC)c(=O)c1)cccc2. The result is 0 (inactive). (7) The compound is S(=O)(=O)(N(CC(=O)Nc1cc2OCCOc2cc1)c1ccc(OC)cc1)c1c(n(nc1C)C)C. The result is 0 (inactive). (8) The compound is o1c2c(c3CCCCCc3c1=O)ccc(OC(C)C(=O)C)c2. The result is 0 (inactive).